This data is from CYP3A4 inhibition data for predicting drug metabolism from PubChem BioAssay. The task is: Regression/Classification. Given a drug SMILES string, predict its absorption, distribution, metabolism, or excretion properties. Task type varies by dataset: regression for continuous measurements (e.g., permeability, clearance, half-life) or binary classification for categorical outcomes (e.g., BBB penetration, CYP inhibition). Dataset: cyp3a4_veith. The compound is COC(=O)[C@@H]1O[C@@H](SCCN)[C@@H](O)[C@H](O)[C@H]1O.O=S(=O)(O)O. The result is 0 (non-inhibitor).